Dataset: Full USPTO retrosynthesis dataset with 1.9M reactions from patents (1976-2016). Task: Predict the reactants needed to synthesize the given product. (1) Given the product [NH2:1][C:2]1[N:7]([CH3:8])[C:6](=[O:9])[N:5]([CH3:10])[C:4](=[O:11])[C:3]=1[C:18]([F:20])([F:19])[F:17], predict the reactants needed to synthesize it. The reactants are: [NH2:1][C:2]1[N:7]([CH3:8])[C:6](=[O:9])[N:5]([CH3:10])[C:4](=[O:11])[CH:3]=1.S(=O)(=O)(O)O.[F:17][C:18](I)([F:20])[F:19].OO. (2) Given the product [F:16][C:15]([F:18])([F:17])[C:66]([OH:67])=[O:34].[Cl:1][C:2]1[CH:3]=[C:4]([NH:19][C:20]2[C:30]3[CH:29]=[C:28]([C:31]([NH:63][CH2:62][CH2:61][C:57]4[S:56][CH:60]=[CH:59][CH:58]=4)=[O:32])[CH2:27][CH2:26][NH:25][C:24]=3[N:23]=[CH:22][N:21]=2)[CH:5]=[CH:6][C:7]=1[O:8][C:9]1[CH:14]=[CH:13][CH:12]=[C:11]([C:15]([F:17])([F:16])[F:18])[CH:10]=1, predict the reactants needed to synthesize it. The reactants are: [Cl:1][C:2]1[CH:3]=[C:4]([NH:19][C:20]2[C:30]3[CH:29]=[C:28]([C:31](O)=[O:32])[CH2:27][CH2:26][NH:25][C:24]=3[N:23]=[CH:22][N:21]=2)[CH:5]=[CH:6][C:7]=1[O:8][C:9]1[CH:14]=[CH:13][CH:12]=[C:11]([C:15]([F:18])([F:17])[F:16])[CH:10]=1.[OH:34]N1C2C=CC=CC=2N=N1.Cl.C(N=C=NCCCN(C)C)C.[S:56]1[CH:60]=[CH:59][CH:58]=[C:57]1[CH2:61][CH2:62][NH2:63].CN(C)[CH:66]=[O:67]. (3) Given the product [Br:13][C:14]1[C:15]([F:22])=[C:16]([F:21])[C:17]([F:20])=[C:18]([CH:19]=1)[C:23]([OH:25])=[O:24], predict the reactants needed to synthesize it. The reactants are: C(NC(C)C)(C)C.[Li]CCCC.[Br:13][C:14]1[CH:19]=[CH:18][C:17]([F:20])=[C:16]([F:21])[C:15]=1[F:22].[C:23](=[O:25])=[O:24]. (4) Given the product [Br:18][CH2:15][C:12]1[CH:13]=[CH:14][C:9]([N:8]([C:6]([O:5][C:1]([CH3:4])([CH3:3])[CH3:2])=[O:7])[CH3:17])=[CH:10][C:11]=1[Cl:16], predict the reactants needed to synthesize it. The reactants are: [C:1]([O:5][C:6]([N:8]([CH3:17])[C:9]1[CH:14]=[CH:13][C:12]([CH3:15])=[C:11]([Cl:16])[CH:10]=1)=[O:7])([CH3:4])([CH3:3])[CH3:2].[Br:18]N1C(=O)CCC1=O.CCCCCC. (5) Given the product [C:1]([C:5]1[CH:9]=[C:8]([NH:10][C:11]([NH:13][C:14]2[CH:19]=[CH:18][CH:17]=[C:16]([C:20]#[N:21])[CH:15]=2)=[O:12])[N:7]([C:22]2[CH:31]=[C:30]3[C:25]([CH2:26][CH2:27][NH:28][CH2:29]3)=[CH:24][CH:23]=2)[N:6]=1)([CH3:4])([CH3:2])[CH3:3], predict the reactants needed to synthesize it. The reactants are: [C:1]([C:5]1[CH:9]=[C:8]([NH:10][C:11]([NH:13][C:14]2[CH:19]=[CH:18][CH:17]=[C:16]([C:20]#[N:21])[CH:15]=2)=[O:12])[N:7]([C:22]2[CH:31]=[C:30]3[C:25]([CH2:26][CH2:27][N:28](C(OC(C)(C)C)=O)[CH2:29]3)=[CH:24][CH:23]=2)[N:6]=1)([CH3:4])([CH3:3])[CH3:2].Cl.CCOC(C)=O. (6) Given the product [CH3:25][C:23]1[NH:22][N:21]=[C:20]([NH:19][C:12]2[C:13]3[S:18][CH:17]=[CH:16][C:14]=3[N:15]=[C:10]([CH2:8][OH:9])[N:11]=2)[CH:24]=1, predict the reactants needed to synthesize it. The reactants are: FC1C=CC([C:8]([C:10]2[N:11]=[C:12]([NH:19][C:20]3[CH:24]=[C:23]([CH3:25])[NH:22][N:21]=3)[C:13]3[S:18][CH:17]=[CH:16][C:14]=3[N:15]=2)=[O:9])=CC=1.[BH4-].[Na+].